This data is from Reaction yield outcomes from USPTO patents with 853,638 reactions. The task is: Predict the reaction yield, written as a fraction of the theoretical maximum amount of product (1.0 means a 100% yield; for example, 0.34 means a 34% yield). The reactants are [N+:1]([C:4]1[CH:5]=[C:6]2[CH:12]=[C:11]([C:13]([O:15][CH3:16])=[O:14])[NH:10][C:7]2=[N:8][CH:9]=1)([O-])=O.[H][H]. The catalyst is [Pd].CO. The product is [NH2:1][C:4]1[CH:5]=[C:6]2[CH:12]=[C:11]([C:13]([O:15][CH3:16])=[O:14])[NH:10][C:7]2=[N:8][CH:9]=1. The yield is 0.950.